The task is: Predict which catalyst facilitates the given reaction.. This data is from Catalyst prediction with 721,799 reactions and 888 catalyst types from USPTO. (1) Reactant: [Cl:1][C:2]1[CH:10]=[CH:9][C:5]2[NH:6][N:7]=[N:8][C:4]=2[C:3]=1[O:11][C:12]1[CH:13]=[C:14]([C:20]#[N:21])[CH:15]=[C:16]([CH:19]=1)[C:17]#[N:18].ClC1C=C(C=C(OC2C3N=NNC=3C=CC=2Cl)C=1)C#N.Br[CH2:43][C:44]1[C:52]2[C:47](=[N:48][CH:49]=[CH:50][CH:51]=2)[N:46](C(OCCCC)=O)[N:45]=1.C(=O)([O-])[O-].[Cs+].[Cs+]. Product: [Cl:1][C:2]1[CH:10]=[CH:9][C:5]2[N:6]([CH2:43][C:44]3[C:52]4[C:47](=[N:48][CH:49]=[CH:50][CH:51]=4)[NH:46][N:45]=3)[N:7]=[N:8][C:4]=2[C:3]=1[O:11][C:12]1[CH:13]=[C:14]([C:20]#[N:21])[CH:15]=[C:16]([CH:19]=1)[C:17]#[N:18]. The catalyst class is: 3. (2) Reactant: C([O:3][C:4]([CH2:6][C@H:7]1[N:11]([C:12]([O:14][C:15]([CH3:18])([CH3:17])[CH3:16])=[O:13])[C@H:10]([C:19]([O:21][C:22]([CH3:25])([CH3:24])[CH3:23])=[O:20])[CH2:9][CH2:8]1)=O)C.[BH4-].[Li+].C(=O)(O)[O-].[K+]. Product: [OH:3][CH2:4][CH2:6][C@H:7]1[N:11]([C:12]([O:14][C:15]([CH3:18])([CH3:16])[CH3:17])=[O:13])[C@H:10]([C:19]([O:21][C:22]([CH3:25])([CH3:24])[CH3:23])=[O:20])[CH2:9][CH2:8]1. The catalyst class is: 27. (3) Reactant: [CH3:1][O:2][C:3]1[C:8]([C:9]([F:12])([F:11])[F:10])=[CH:7][CH:6]=[CH:5][C:4]=1[CH:13]1[CH2:18][CH2:17][NH:16][CH2:15][CH2:14]1.C(=O)([O-])[O-].[K+].[K+].I[CH2:26][CH2:27][CH3:28].Cl. Product: [CH3:1][O:2][C:3]1[C:8]([C:9]([F:11])([F:10])[F:12])=[CH:7][CH:6]=[CH:5][C:4]=1[CH:13]1[CH2:18][CH2:17][N:16]([CH2:26][CH2:27][CH3:28])[CH2:15][CH2:14]1. The catalyst class is: 10. (4) The catalyst class is: 12. Product: [CH2:1]([C@@H:3]1[CH2:8][C@H:7]([OH:6])[CH2:9][C@@H:4]1[C:5]([NH:12][NH:11][C:13]1[N:14]=[C:15]2[CH:21]=[CH:20][N:19]([S:22]([C:25]3[CH:31]=[CH:30][C:28]([CH3:29])=[CH:27][CH:26]=3)(=[O:24])=[O:23])[C:16]2=[N:17][CH:18]=1)=[O:10])[CH3:2]. Reactant: [CH2:1]([C@@H:3]1[CH2:8][C@H:7]2[CH2:9][C@@H:4]1[C:5](=[O:10])[O:6]2)[CH3:2].[NH:11]([C:13]1[N:14]=[C:15]2[CH:21]=[CH:20][N:19]([S:22]([C:25]3[CH:31]=[CH:30][C:28]([CH3:29])=[CH:27][CH:26]=3)(=[O:24])=[O:23])[C:16]2=[N:17][CH:18]=1)[NH2:12].C[Al](C)C.Cl. (5) Reactant: CN([CH:4]=[C:5]1[C:13](=O)[C:12]2[N:11]([CH2:15][CH2:16][OH:17])[N:10]=[C:9]([C:18]([O:20][CH2:21][CH3:22])=[O:19])[C:8]=2[CH2:7][CH2:6]1)C.[CH3:23][N:24]1[CH2:29][CH2:28][N:27]([C:30]2[CH:31]=[CH:32][C:33]([O:40][C:41]([F:44])([F:43])[F:42])=[C:34]([NH:36][C:37]([NH2:39])=[NH:38])[CH:35]=2)[CH2:26][CH2:25]1.O. Product: [OH:17][CH2:16][CH2:15][N:11]1[C:12]2[C:13]3[N:39]=[C:37]([NH:36][C:34]4[CH:35]=[C:30]([N:27]5[CH2:28][CH2:29][N:24]([CH3:23])[CH2:25][CH2:26]5)[CH:31]=[CH:32][C:33]=4[O:40][C:41]([F:44])([F:42])[F:43])[N:38]=[CH:4][C:5]=3[CH2:6][CH2:7][C:8]=2[C:9]([C:18]([O:20][CH2:21][CH3:22])=[O:19])=[N:10]1. The catalyst class is: 3. (6) Reactant: [N:1]1([C:8]([O:10][CH2:11][C:12]2[CH:17]=[CH:16][CH:15]=[CH:14][CH:13]=2)=[O:9])[CH2:7][CH2:6][CH2:5][NH:4][CH2:3][CH2:2]1.[C:18](O)(=O)[CH3:19].[C:22](O[BH-](OC(=O)C)OC(=O)C)(=O)[CH3:23].[Na+].[OH-].[Na+]. Product: [CH:18]1([CH2:19][N:4]2[CH2:5][CH2:6][CH2:7][N:1]([C:8]([O:10][CH2:11][C:12]3[CH:17]=[CH:16][CH:15]=[CH:14][CH:13]=3)=[O:9])[CH2:2][CH2:3]2)[CH2:23][CH2:22]1. The catalyst class is: 7.